This data is from Forward reaction prediction with 1.9M reactions from USPTO patents (1976-2016). The task is: Predict the product of the given reaction. (1) Given the reactants Cl[C:2]1[N:7]=[C:6]([C:8]2[CH:9]=[N:10][N:11]([CH2:13][O:14][CH2:15][CH2:16][Si:17]([CH3:20])([CH3:19])[CH3:18])[CH:12]=2)[N:5]2[CH:21]=[CH:22][N:23]=[C:4]2[CH:3]=1.[CH3:24][C:25]1[S:26][C:27]([Sn](C)(C)C)=[CH:28][N:29]=1.C1(P(C2CCCCC2)C2C=CC=CC=2C2C(C(C)C)=CC(C(C)C)=CC=2C(C)C)CCCCC1, predict the reaction product. The product is: [CH3:24][C:25]1[S:26][C:27]([C:2]2[N:7]=[C:6]([C:8]3[CH:9]=[N:10][N:11]([CH2:13][O:14][CH2:15][CH2:16][Si:17]([CH3:20])([CH3:19])[CH3:18])[CH:12]=3)[N:5]3[CH:21]=[CH:22][N:23]=[C:4]3[CH:3]=2)=[CH:28][N:29]=1. (2) The product is: [Cl:38][C:35]1[CH:36]=[CH:37][C:32]([C:29]2[S:30][CH:31]=[C:27]([CH2:26][S:25][C:11]3[C:12]([C:23]#[N:24])=[C:13]([C:17]4[CH:18]=[CH:19][CH:20]=[CH:21][CH:22]=4)[C:14]([C:15]#[N:16])=[C:9]([O:1][CH:2]4[CH2:6][CH2:5][N:4]([CH3:7])[CH2:3]4)[N:10]=3)[N:28]=2)=[CH:33][CH:34]=1. Given the reactants [OH:1][CH:2]1[CH2:6][CH2:5][N:4]([CH3:7])[CH2:3]1.Cl[C:9]1[C:14]([C:15]#[N:16])=[C:13]([C:17]2[CH:22]=[CH:21][CH:20]=[CH:19][CH:18]=2)[C:12]([C:23]#[N:24])=[C:11]([S:25][CH2:26][C:27]2[N:28]=[C:29]([C:32]3[CH:37]=[CH:36][C:35]([Cl:38])=[CH:34][CH:33]=3)[S:30][CH:31]=2)[N:10]=1, predict the reaction product. (3) Given the reactants [CH2:1]([O:3][C:4]([C:6]1[O:10][C:9]([C:11]2(Br)[CH2:16][CH2:15][CH2:14][CH2:13][CH2:12]2)=[N:8][C:7]=1[CH2:18]Br)=[O:5])C.C[O-].[Na+].[C:23](O)(=[O:25])C, predict the reaction product. The product is: [CH3:1][O:3][C:4]([C:6]1[O:10][C:9]([C:11]2[CH2:16][CH2:15][CH2:14][CH2:13][CH:12]=2)=[N:8][C:7]=1[CH2:18][O:25][CH3:23])=[O:5].